From a dataset of Reaction yield outcomes from USPTO patents with 853,638 reactions. Predict the reaction yield, written as a fraction of the theoretical maximum amount of product (1.0 means a 100% yield; for example, 0.34 means a 34% yield). (1) The reactants are [OH:1][C:2]1([CH2:18][N:19]2[C:24](=[O:25])[C:23]3[CH:26]=[N:27][N:28]([CH3:29])[C:22]=3[N:21]=[CH:20]2)[CH2:7][CH2:6][N:5]([C:8](=[O:17])[C:9]2[CH:14]=[CH:13][C:12]([CH2:15][OH:16])=[CH:11][CH:10]=2)[CH2:4][CH2:3]1.[H-].[Na+].Cl[C:33]1[N:38]=[CH:37][CH:36]=[CH:35][N:34]=1. The catalyst is CN(C=O)C. The product is [OH:1][C:2]1([CH2:18][N:19]2[C:24](=[O:25])[C:23]3[CH:26]=[N:27][N:28]([CH3:29])[C:22]=3[N:21]=[CH:20]2)[CH2:3][CH2:4][N:5]([C:8](=[O:17])[C:9]2[CH:10]=[CH:11][C:12]([CH2:15][O:16][C:33]3[N:38]=[CH:37][CH:36]=[CH:35][N:34]=3)=[CH:13][CH:14]=2)[CH2:6][CH2:7]1. The yield is 0.230. (2) The catalyst is CN(C=O)C. The yield is 0.810. The reactants are [Br:1]N1C(=O)CCC1=O.[NH:9]1[C:17]2[C:12](=[CH:13][CH:14]=[CH:15][CH:16]=2)[CH:11]=[C:10]1[C:18]([O:20][CH2:21][CH3:22])=[O:19]. The product is [CH2:21]([O:20][C:18]([C:10]1[NH:9][C:17]2[C:12]([C:11]=1[Br:1])=[CH:13][CH:14]=[CH:15][CH:16]=2)=[O:19])[CH3:22].